The task is: Predict which catalyst facilitates the given reaction.. This data is from Catalyst prediction with 721,799 reactions and 888 catalyst types from USPTO. (1) Reactant: Br[CH2:2][C:3]([C:5]1[CH:10]=[CH:9][C:8]([NH:11][S:12]([C:15]([F:18])([F:17])[F:16])(=[O:14])=[O:13])=[CH:7][C:6]=1[Cl:19])=O.[F:20][C:21]([F:34])([F:33])[CH2:22][CH2:23][C:24]1[CH:29]=[C:28]([C:30](=[S:32])[NH2:31])[CH:27]=[CH:26][N:25]=1. Product: [Cl:19][C:6]1[CH:7]=[C:8]([NH:11][S:12]([C:15]([F:18])([F:17])[F:16])(=[O:14])=[O:13])[CH:9]=[CH:10][C:5]=1[C:3]1[N:31]=[C:30]([C:28]2[CH:27]=[CH:26][N:25]=[C:24]([CH2:23][CH2:22][C:21]([F:34])([F:20])[F:33])[CH:29]=2)[S:32][CH:2]=1. The catalyst class is: 8. (2) Reactant: [CH:1]([N:4]1[C:8]([C:9]2[N:10]=[C:11]3[C:17]4[CH:18]=[CH:19][C:20]([C:22]5[N:23]=[CH:24][N:25]([CH2:27][CH2:28][O:29]C6CCCCO6)[CH:26]=5)=[CH:21][C:16]=4[O:15][CH2:14][CH2:13][N:12]3[CH:36]=2)=[N:7][CH:6]=[N:5]1)([CH3:3])[CH3:2].Cl.O1CCOCC1. Product: [CH:1]([N:4]1[C:8]([C:9]2[N:10]=[C:11]3[C:17]4[CH:18]=[CH:19][C:20]([C:22]5[N:23]=[CH:24][N:25]([CH2:27][CH2:28][OH:29])[CH:26]=5)=[CH:21][C:16]=4[O:15][CH2:14][CH2:13][N:12]3[CH:36]=2)=[N:7][CH:6]=[N:5]1)([CH3:3])[CH3:2]. The catalyst class is: 14. (3) Reactant: [F:1][C:2]1[CH:7]=[C:6]([F:8])[CH:5]=[CH:4][C:3]=1[N:9]1[CH2:14][CH2:13][NH:12][CH2:11][CH2:10]1.N1CCNCC1.Br[C:22]1[CH:27]=CC(F)=C[C:23]=1F.C(Br)C#C.C([O-])([O-])=O.[K+].[K+]. Product: [F:1][C:2]1[CH:7]=[C:6]([F:8])[CH:5]=[CH:4][C:3]=1[N:9]1[CH2:10][CH2:11][N:12]([CH2:27][C:22]#[CH:23])[CH2:13][CH2:14]1. The catalyst class is: 49. (4) Reactant: [H-].[Na+].[CH3:3][O:4][C:5]([CH2:7]P(OC)(OC)=O)=[O:6].[CH2:14]([O:18][C:19]1[C:24]([CH:25]([CH3:27])[CH3:26])=[CH:23][C:22]([CH:28]([CH3:30])[CH3:29])=[CH:21][C:20]=1[C:31]([CH3:41])=[CH:32][CH:33]=[CH:34][C:35](=O)[C:36]([F:39])([F:38])[F:37])[CH2:15][CH2:16][CH3:17]. Product: [CH3:3][O:4][C:5](=[O:6])/[CH:7]=[C:35](\[C:36]([F:37])([F:38])[F:39])/[CH:34]=[CH:33]/[CH:32]=[C:31](\[C:20]1[CH:21]=[C:22]([CH:28]([CH3:30])[CH3:29])[CH:23]=[C:24]([CH:25]([CH3:27])[CH3:26])[C:19]=1[O:18][CH2:14][CH2:15][CH2:16][CH3:17])/[CH3:41].[CH3:3][O:4][C:5](=[O:6])/[CH:7]=[C:35](/[C:36]([F:37])([F:38])[F:39])\[CH:34]=[CH:33]\[CH:32]=[C:31](/[C:20]1[CH:21]=[C:22]([CH:28]([CH3:30])[CH3:29])[CH:23]=[C:24]([CH:25]([CH3:27])[CH3:26])[C:19]=1[O:18][CH2:14][CH2:15][CH2:16][CH3:17])\[CH3:41]. The catalyst class is: 27.